Dataset: Reaction yield outcomes from USPTO patents with 853,638 reactions. Task: Predict the reaction yield, written as a fraction of the theoretical maximum amount of product (1.0 means a 100% yield; for example, 0.34 means a 34% yield). (1) The reactants are [CH3:1][C@@H:2]1[CH2:7][NH:6][CH2:5][CH2:4][NH:3]1.[C:8](SCC(O)=O)(=[S:15])[C:9]1[CH:14]=[CH:13][CH:12]=[CH:11][CH:10]=1.[OH-].[Na+]. The catalyst is O. The product is [CH3:1][C@H:2]1[NH:3][CH2:4][CH2:5][N:6]([C:8]([C:9]2[CH:14]=[CH:13][CH:12]=[CH:11][CH:10]=2)=[S:15])[CH2:7]1. The yield is 0.800. (2) The reactants are [CH2:1]([O:8][C:9](=[O:35])[NH:10][C@H:11]([C:15]1[CH:20]=[C:19]([C:21]2[N:25]([CH2:26][O:27][CH2:28][CH2:29][Si:30]([CH3:33])([CH3:32])[CH3:31])[N:24]=[CH:23][C:22]=2[NH2:34])[CH:18]=[CH:17][N:16]=1)[CH2:12][CH:13]=[CH2:14])[C:2]1[CH:7]=[CH:6][CH:5]=[CH:4][CH:3]=1.[CH3:36][C@H:37]([CH:41]=[CH2:42])[C:38](O)=[O:39].N1C=CC=CC=1.C(P1(=O)OP(CCC)(=O)OP(CCC)(=O)O1)CC. The catalyst is CCOC(C)=O. The product is [CH2:1]([O:8][C:9](=[O:35])[NH:10][C@H:11]([C:15]1[CH:20]=[C:19]([C:21]2[N:25]([CH2:26][O:27][CH2:28][CH2:29][Si:30]([CH3:32])([CH3:31])[CH3:33])[N:24]=[CH:23][C:22]=2[NH:34][C:38](=[O:39])[C@H:37]([CH3:36])[CH:41]=[CH2:42])[CH:18]=[CH:17][N:16]=1)[CH2:12][CH:13]=[CH2:14])[C:2]1[CH:7]=[CH:6][CH:5]=[CH:4][CH:3]=1. The yield is 0.790. (3) The reactants are Cl[CH2:2][C@H:3]([OH:27])[CH2:4][N:5]1[CH:9]=[C:8]([C:10]2[S:11][CH:12]=[CH:13][CH:14]=2)[N:7]=[C:6]1[CH2:15][CH2:16][C:17]1[N:26]=[C:20]2[CH:21]=[CH:22][CH:23]=[C:24]([CH3:25])[N:19]2[N:18]=1.[CH3:28][NH:29][CH3:30].CO. The catalyst is CS(C)=O. The product is [CH3:28][N:29]([CH3:30])[CH2:2][C@H:3]([OH:27])[CH2:4][N:5]1[CH:9]=[C:8]([C:10]2[S:11][CH:12]=[CH:13][CH:14]=2)[N:7]=[C:6]1[CH2:15][CH2:16][C:17]1[N:26]=[C:20]2[CH:21]=[CH:22][CH:23]=[C:24]([CH3:25])[N:19]2[N:18]=1. The yield is 1.00. (4) The reactants are [C:1]([C:5]1[CH:10]=[CH:9][C:8]([C:11]([C:13]2[NH:14][CH:15]=[CH:16][CH:17]=2)=[O:12])=[CH:7][CH:6]=1)([CH3:4])([CH3:3])[CH3:2].Br[CH2:19][CH2:20][NH:21][C:22](=[O:28])[O:23][C:24]([CH3:27])([CH3:26])[CH3:25].C([O-])([O-])=O.[Cs+].[Cs+]. The catalyst is CN(C=O)C.O. The product is [C:1]([C:5]1[CH:10]=[CH:9][C:8]([C:11]([C:13]2[N:14]([CH2:19][CH2:20][NH:21][C:22](=[O:28])[O:23][C:24]([CH3:27])([CH3:26])[CH3:25])[CH:15]=[CH:16][CH:17]=2)=[O:12])=[CH:7][CH:6]=1)([CH3:4])([CH3:2])[CH3:3]. The yield is 0.780. (5) The reactants are C(OC(=O)[NH:7][C:8]1([C:12]2[CH:17]=[CH:16][C:15]([C:18]3[C:19]([C:28]4[CH:33]=[CH:32][CH:31]=[CH:30][CH:29]=4)=[CH:20][C:21]4[N:22]([CH:24]=[C:25]([CH3:27])[N:26]=4)[N:23]=3)=[CH:14][CH:13]=2)[CH2:11][CH2:10][CH2:9]1)(C)(C)C.[ClH:35]. The catalyst is O1CCOCC1. The product is [ClH:35].[CH3:27][C:25]1[N:26]=[C:21]2[CH:20]=[C:19]([C:28]3[CH:29]=[CH:30][CH:31]=[CH:32][CH:33]=3)[C:18]([C:15]3[CH:16]=[CH:17][C:12]([C:8]4([NH2:7])[CH2:11][CH2:10][CH2:9]4)=[CH:13][CH:14]=3)=[N:23][N:22]2[CH:24]=1. The yield is 0.760. (6) The reactants are [C:1](N1C=CN=C1)(N1C=CN=C1)=[S:2].[F:13][C:14]([F:25])([F:24])[O:15][C:16]1[CH:21]=[CH:20][C:19]([NH2:22])=[C:18]([NH2:23])[CH:17]=1. The catalyst is O1CCCC1. The product is [SH:2][C:1]1[NH:23][C:18]2[CH:17]=[C:16]([O:15][C:14]([F:24])([F:25])[F:13])[CH:21]=[CH:20][C:19]=2[N:22]=1. The yield is 1.00. (7) The reactants are [NH2:1][C:2]1[CH:17]=[CH:16][C:15]([O:18][CH2:19][C@@H:20]([CH3:23])[CH2:21][OH:22])=[CH:14][C:3]=1[C:4]([NH:6][CH2:7][C:8](=[O:13])[NH:9][CH:10]([CH3:12])[CH3:11])=[O:5].[CH3:24][O:25][C:26]1[CH:27]=[C:28]([CH:34]=[CH:35][CH:36]=1)[C:29](=N)OCC. The catalyst is C(O)C.C(OCC)(=O)C. The product is [OH:22][CH2:21][C@H:20]([CH3:23])[CH2:19][O:18][C:15]1[CH:14]=[C:3]2[C:2](=[CH:17][CH:16]=1)[N:1]=[C:29]([C:28]1[CH:34]=[CH:35][CH:36]=[C:26]([O:25][CH3:24])[CH:27]=1)[N:6]([CH2:7][C:8]([NH:9][CH:10]([CH3:12])[CH3:11])=[O:13])[C:4]2=[O:5]. The yield is 0.430. (8) The reactants are [C:1]([C:4]1[O:5][C:6]2[CH:12]=[CH:11][CH:10]=[CH:9][C:7]=2[CH:8]=1)(=[O:3])[CH3:2].[C:13]1([CH3:21])[CH:18]=[CH:17][CH:16]=[CH:15][C:14]=1[CH2:19][NH2:20].[CH3:22][O:23][2H].[OH2:25].[CH3:26]C[OH:28]. No catalyst specified. The product is [C:22]([OH:23])(=[O:28])/[CH:8]=[CH:4]\[C:1]([OH:3])=[O:25].[O:5]1[C:6]2=[CH:12][CH:11]=[CH:10][C:9]2=[CH:7][CH:8]=[C:4]1[CH:1]1[C:2]2[C:15](=[CH:16][CH:17]=[CH:18][C:13]=2[CH3:21])[CH2:14][CH2:19][N:20]1[CH3:26]. The yield is 0.990. (9) The reactants are Cl.[NH2:2][C@@H:3]([C:8]([NH2:10])=[O:9])[CH2:4][CH:5]([CH3:7])[CH3:6].CCN(CC)CC.[Cl:18][C:19]1[CH:24]=[CH:23][C:22]([S:25](Cl)(=[O:27])=[O:26])=[CH:21][CH:20]=1. The catalyst is C(Cl)Cl. The product is [Cl:18][C:19]1[CH:24]=[CH:23][C:22]([S:25]([NH:2][C@H:3]([CH2:4][CH:5]([CH3:7])[CH3:6])[C:8]([NH2:10])=[O:9])(=[O:27])=[O:26])=[CH:21][CH:20]=1. The yield is 0.900. (10) The reactants are [N:1]1[CH:6]=[CH:5][CH:4]=[CH:3][C:2]=1[N:7]1[C:11]([NH2:12])=[CH:10][CH:9]=[N:8]1.Cl[C:14]1[CH:22]=[C:21]([F:23])[C:20]([F:24])=[CH:19][C:15]=1[C:16]([OH:18])=[O:17].C(=O)([O-])[O-].[K+].[K+].Cl. The catalyst is CN(C)C=O.C([O-])(=O)C.[Cu+2].C([O-])(=O)C.O. The product is [F:23][C:21]1[C:20]([F:24])=[CH:19][C:15]([C:16]([OH:18])=[O:17])=[C:14]([NH:12][C:11]2[N:7]([C:2]3[CH:3]=[CH:4][CH:5]=[CH:6][N:1]=3)[N:8]=[CH:9][CH:10]=2)[CH:22]=1. The yield is 0.550.